Dataset: Full USPTO retrosynthesis dataset with 1.9M reactions from patents (1976-2016). Task: Predict the reactants needed to synthesize the given product. (1) Given the product [F:32][C:31]1[C:25]([F:24])=[C:26]2[C:28]([CH:5]=[CH:4][C:9]([CH3:8])=[N:27]2)=[CH:29][CH:30]=1, predict the reactants needed to synthesize it. The reactants are: [N+]([C:4]1[CH:5]=C(S([O-])(=O)=O)C=[CH:8][CH:9]=1)([O-])=O.[Na+].OS(O)(=O)=O.O=S(=O)=O.[F:24][C:25]1[C:31]([F:32])=[CH:30][CH:29]=[CH:28][C:26]=1[NH2:27].C(=O)/C=C/C.[OH-].[Na+]. (2) Given the product [CH2:17]([NH:14][C:15]([NH:12][C:9]1[C:8]2[CH:13]=[C:4]([N+:1]([O-:3])=[O:2])[CH:5]=[CH:6][C:7]=2[S:11][N:10]=1)=[O:16])[CH2:18][CH2:19][CH2:20][CH2:21][CH3:22], predict the reactants needed to synthesize it. The reactants are: [N+:1]([C:4]1[CH:5]=[CH:6][C:7]2[S:11][N:10]=[C:9]([NH2:12])[C:8]=2[CH:13]=1)([O-:3])=[O:2].[N:14]([CH2:17][CH2:18][CH2:19][CH2:20][CH2:21][CH3:22])=[C:15]=[O:16].